Task: Predict the reactants needed to synthesize the given product.. Dataset: Full USPTO retrosynthesis dataset with 1.9M reactions from patents (1976-2016) (1) Given the product [N:9]1[CH:14]=[CH:13][CH:12]=[C:11]([CH2:15][O:16][C:2]2[C:3]([NH2:8])=[N:4][CH:5]=[CH:6][N:7]=2)[CH:10]=1, predict the reactants needed to synthesize it. The reactants are: Cl[C:2]1[C:3]([NH2:8])=[N:4][CH:5]=[CH:6][N:7]=1.[N:9]1[CH:14]=[CH:13][CH:12]=[C:11]([CH2:15][OH:16])[CH:10]=1.[H-].[Na+]. (2) Given the product [C:15]([C:12]1[CH:11]=[C:6]([CH:5]=[C:4]([CH2:3][O:2][CH3:1])[CH:13]=1)[C:7]([O:9][CH3:10])=[O:8])#[N:16], predict the reactants needed to synthesize it. The reactants are: [CH3:1][O:2][CH2:3][C:4]1[CH:5]=[C:6]([CH:11]=[C:12](I)[CH:13]=1)[C:7]([O:9][CH3:10])=[O:8].[CH3:15][N:16](C)C=O. (3) Given the product [C:1]([O:5][C:6](=[O:21])[NH:7][C:8]1[CH:13]=[C:12]([N:14]2[CH2:15][CH2:16][CH2:17][CH2:18]2)[C:11]([CH3:19])=[CH:10][C:9]=1[NH:20][C:27](=[O:26])[CH2:28][C:29]([C:31]1[CH:36]=[CH:35][CH:34]=[C:33]([C:37]2[O:41][N:40]=[C:39]([CH3:42])[CH:38]=2)[CH:32]=1)=[O:30])([CH3:4])([CH3:2])[CH3:3], predict the reactants needed to synthesize it. The reactants are: [C:1]([O:5][C:6](=[O:21])[NH:7][C:8]1[CH:13]=[C:12]([N:14]2[CH2:18][CH2:17][CH2:16][CH2:15]2)[C:11]([CH3:19])=[CH:10][C:9]=1[NH2:20])([CH3:4])([CH3:3])[CH3:2].C([O:26][C:27](=O)[CH2:28][C:29]([C:31]1[CH:36]=[CH:35][CH:34]=[C:33]([C:37]2[O:41][N:40]=[C:39]([CH3:42])[CH:38]=2)[CH:32]=1)=[O:30])(C)(C)C. (4) Given the product [NH2:14][C:12]1[S:13][C:2]2[C:8](=[O:9])[CH2:7][CH2:6][CH2:5][CH2:4][C:3]=2[N:11]=1, predict the reactants needed to synthesize it. The reactants are: Br[CH:2]1[C:8](=[O:9])[CH2:7][CH2:6][CH2:5][CH2:4][C:3]1=O.[NH2:11][C:12]([NH2:14])=[S:13]. (5) Given the product [Cl:1][C:2]1[S:6][C:5]([NH:7][C:8](=[O:23])[N:9]([C@H:16]2[CH2:21][CH2:20][C@H:19]([CH3:22])[CH2:18][CH2:17]2)[CH:10]2[CH2:11][CH2:12][N:13]([S:28]([CH2:27][CH2:26][CH3:25])(=[O:30])=[O:29])[CH2:14][CH2:15]2)=[N:4][CH:3]=1, predict the reactants needed to synthesize it. The reactants are: [Cl:1][C:2]1[S:6][C:5]([NH:7][C:8](=[O:23])[N:9]([C@H:16]2[CH2:21][CH2:20][C@H:19]([CH3:22])[CH2:18][CH2:17]2)[CH:10]2[CH2:15][CH2:14][NH:13][CH2:12][CH2:11]2)=[N:4][CH:3]=1.Cl[CH2:25][CH2:26][CH2:27][S:28](Cl)(=[O:30])=[O:29].